The task is: Predict the product of the given reaction.. This data is from Forward reaction prediction with 1.9M reactions from USPTO patents (1976-2016). (1) Given the reactants [CH3:1][N:2]([CH3:8])[CH2:3][CH:4]([OH:7])[CH2:5][OH:6].[CH3:9][O:10][C:11]1[CH:32]=[CH:31][C:14]([C:15](Cl)([C:24]2[CH:29]=[CH:28][CH:27]=[CH:26][CH:25]=2)[C:16]2[CH:21]=[CH:20][C:19]([O:22][CH3:23])=[CH:18][CH:17]=2)=[CH:13][CH:12]=1, predict the reaction product. The product is: [CH3:23][O:22][C:19]1[CH:18]=[CH:17][C:16]([C:15]([O:6][CH2:5][CH:4]([OH:7])[CH2:3][N:2]([CH3:8])[CH3:1])([C:24]2[CH:25]=[CH:26][CH:27]=[CH:28][CH:29]=2)[C:14]2[CH:31]=[CH:32][C:11]([O:10][CH3:9])=[CH:12][CH:13]=2)=[CH:21][CH:20]=1. (2) The product is: [NH2:1][CH:4]([C:6]1[N:7]=[C:8]2[S:22][CH:21]=[C:20]([CH3:23])[N:9]2[C:10](=[O:19])[C:11]=1[C:12]1[CH:17]=[CH:16][CH:15]=[CH:14][C:13]=1[Cl:18])[CH3:5]. Given the reactants [N:1]([CH:4]([C:6]1[N:7]=[C:8]2[S:22][CH:21]=[C:20]([CH3:23])[N:9]2[C:10](=[O:19])[C:11]=1[C:12]1[CH:17]=[CH:16][CH:15]=[CH:14][C:13]=1[Cl:18])[CH3:5])=[N+]=[N-].CP(C)C, predict the reaction product. (3) Given the reactants [CH3:1][CH:2]([NH:4][C:5]1[C:10]([C:11]#[N:12])=[CH:9][C:8]([C:13]2[O:17][N:16]=[C:15]([C:18]3[CH:28]=[CH:27][C:21]4[CH2:22][CH2:23][NH:24][CH2:25][CH2:26][C:20]=4[CH:19]=3)[N:14]=2)=[CH:7][N:6]=1)[CH3:3].[O:29]=[CH:30][C@@H:31]([CH2:33]O)[OH:32].C(O)(=O)C.C(O[BH-](OC(=O)C)OC(=O)C)(=O)C.[Na+], predict the reaction product. The product is: [OH:32][C@H:31]([CH2:30][OH:29])[CH2:33][N:24]1[CH2:23][CH2:22][C:21]2[CH:27]=[CH:28][C:18]([C:15]3[N:14]=[C:13]([C:8]4[CH:9]=[C:10]([C:11]#[N:12])[C:5]([NH:4][CH:2]([CH3:1])[CH3:3])=[N:6][CH:7]=4)[O:17][N:16]=3)=[CH:19][C:20]=2[CH2:26][CH2:25]1. (4) Given the reactants [H-].[Na+].[F:3][C:4]1[CH:9]=[CH:8][CH:7]=[CH:6][C:5]=1[C:10]1[N:14]2[NH:15][C:16](=[O:24])[C:17]([CH:19]3[CH2:22][C:21](=[O:23])[CH2:20]3)=[CH:18][C:13]2=[N:12][N:11]=1.Cl.Cl[CH2:27][C:28]1[N:32]([CH3:33])[N:31]=[CH:30][N:29]=1, predict the reaction product. The product is: [F:3][C:4]1[CH:9]=[CH:8][CH:7]=[CH:6][C:5]=1[C:10]1[N:14]2[N:15]=[C:16]([O:24][CH2:27][C:28]3[N:32]([CH3:33])[N:31]=[CH:30][N:29]=3)[C:17]([CH:19]3[CH2:20][C:21](=[O:23])[CH2:22]3)=[CH:18][C:13]2=[N:12][N:11]=1.